Dataset: Forward reaction prediction with 1.9M reactions from USPTO patents (1976-2016). Task: Predict the product of the given reaction. (1) Given the reactants ClC1C=CC(CC[CH2:10][NH:11]C)=CC=1.[F:13][C:14]1[CH:15]=[C:16]([CH2:21][CH2:22][C:23](O)=O)[CH:17]=[CH:18][C:19]=1[F:20], predict the reaction product. The product is: [F:13][C:14]1[CH:15]=[C:16]([CH2:21][CH2:22][CH2:23][NH:11][CH3:10])[CH:17]=[CH:18][C:19]=1[F:20]. (2) Given the reactants C([Si](C)(C)[O:6][C:7]1[C:8]2[CH:9]=[CH:10][CH:11]=[N:12][C:13]=2[CH2:14][CH2:15][CH:16]=1)(C)(C)C.[Br-:19].[Br-].[Br-].[NH+]1C=CC=CC=1.[NH+]1C=CC=CC=1.[NH+]1C=CC=CC=1, predict the reaction product. The product is: [Br:19][CH:16]1[CH2:15][CH2:14][C:13]2[N:12]=[CH:11][CH:10]=[CH:9][C:8]=2[C:7]1=[O:6]. (3) The product is: [CH:1](=[N:15][C:16]1[CH:17]=[CH:18][C:19]([CH2:20][N:21]2[C:27]3[CH:28]=[CH:29][CH:30]=[CH:31][C:26]=3[N:25]([C:32]3[CH:37]=[CH:36][C:35]([CH2:38][NH:39][C:40]([O:42][C:43]([CH3:46])([CH3:44])[CH3:45])=[O:41])=[CH:34][CH:33]=3)[C:24](=[O:47])[CH2:23][C:22]2=[O:48])=[CH:49][CH:50]=1)[C:2]1[CH:7]=[CH:6][CH:5]=[CH:4][CH:3]=1. Given the reactants [CH:1](=O)[C:2]1[CH:7]=[CH:6][CH:5]=[CH:4][CH:3]=1.C(O)(=O)C.CO.[NH2:15][C:16]1[CH:50]=[CH:49][C:19]([CH2:20][N:21]2[C:27]3[CH:28]=[CH:29][CH:30]=[CH:31][C:26]=3[N:25]([C:32]3[CH:37]=[CH:36][C:35]([CH2:38][NH:39][C:40]([O:42][C:43]([CH3:46])([CH3:45])[CH3:44])=[O:41])=[CH:34][CH:33]=3)[C:24](=[O:47])[CH2:23][C:22]2=[O:48])=[CH:18][CH:17]=1, predict the reaction product. (4) Given the reactants C([O:3][C:4](=[O:35])[C:5]([O:8][C:9]1[CH:10]=[C:11]2[CH:17]=[C:16]([CH:18]([C:25]3[CH:30]=[CH:29][C:28]([S:31]([CH3:34])(=[O:33])=[O:32])=[CH:27][CH:26]=3)[CH2:19][CH:20]3[CH2:24][CH2:23][CH2:22][CH2:21]3)[NH:15][C:12]2=[N:13][CH:14]=1)([CH3:7])[CH3:6])C.[OH-].[Li+], predict the reaction product. The product is: [CH:20]1([CH:19]=[C:18]([C:16]2[NH:15][C:12]3=[N:13][CH:14]=[C:9]([O:8][C:5]([CH3:6])([CH3:7])[C:4]([OH:35])=[O:3])[CH:10]=[C:11]3[CH:17]=2)[C:25]2[CH:30]=[CH:29][C:28]([S:31]([CH3:34])(=[O:33])=[O:32])=[CH:27][CH:26]=2)[CH2:24][CH2:23][CH2:22][CH2:21]1. (5) Given the reactants [Br:1][C:2]1[N:7]2[CH:8]=[CH:9][N:10]=[C:6]2[C:5](Br)=[N:4][CH:3]=1.[NH2:12][C:13]1[CH:18]=[CH:17][C:16]([S:19]([NH:22][CH2:23][CH2:24][N:25]([CH2:28][CH3:29])[CH2:26][CH3:27])(=[O:21])=[O:20])=[CH:15][CH:14]=1.CC1(C)C2C(=C(P(C3C=CC=CC=3)C3C=CC=CC=3)C=CC=2)OC2C(P(C3C=CC=CC=3)C3C=CC=CC=3)=CC=CC1=2.C([O-])([O-])=O.[Cs+].[Cs+], predict the reaction product. The product is: [Br:1][C:2]1[N:7]2[CH:8]=[CH:9][N:10]=[C:6]2[C:5]([NH:12][C:13]2[CH:18]=[CH:17][C:16]([S:19]([NH:22][CH2:23][CH2:24][N:25]([CH2:28][CH3:29])[CH2:26][CH3:27])(=[O:20])=[O:21])=[CH:15][CH:14]=2)=[N:4][CH:3]=1. (6) Given the reactants [Br:1][C:2]1[C:10]2[O:9][C:8]([CH3:12])([CH3:11])[C:7](=[O:13])[C:6]=2[C:5]([CH3:14])=[C:4]([NH:15][C:16](=[O:22])[O:17][C:18]([CH3:21])([CH3:20])[CH3:19])[C:3]=1[CH3:23], predict the reaction product. The product is: [Br:1][C:2]1[C:10]2[O:9][C:8]([CH3:12])([CH3:11])[CH:7]([OH:13])[C:6]=2[C:5]([CH3:14])=[C:4]([NH:15][C:16](=[O:22])[O:17][C:18]([CH3:21])([CH3:20])[CH3:19])[C:3]=1[CH3:23]. (7) Given the reactants [F:1][C:2]1[CH:3]=[C:4]([NH:8][S:9]([C:12]2[CH:13]=[C:14]([CH:18]=[CH:19][CH:20]=2)[C:15]([OH:17])=O)(=[O:11])=[O:10])[CH:5]=[CH:6][CH:7]=1.CN(C(ON1N=NC2C=CC=NC1=2)=[N+](C)C)C.F[P-](F)(F)(F)(F)F.[CH2:45]1[NH:50][CH2:49][CH2:48][N:47]2[CH2:51][CH2:52][CH2:53][C@@H:46]12, predict the reaction product. The product is: [F:1][C:2]1[CH:3]=[C:4]([NH:8][S:9]([C:12]2[CH:20]=[CH:19][CH:18]=[C:14]([C:15]([N:50]3[CH2:49][CH2:48][N:47]4[CH2:51][CH2:52][CH2:53][C@H:46]4[CH2:45]3)=[O:17])[CH:13]=2)(=[O:10])=[O:11])[CH:5]=[CH:6][CH:7]=1.